From a dataset of Full USPTO retrosynthesis dataset with 1.9M reactions from patents (1976-2016). Predict the reactants needed to synthesize the given product. (1) Given the product [CH2:1]([O:3][C:4]([N:6]1[CH2:20][CH2:19][C:9]2[C:10]3[C:15]([Cl:23])=[N:14][C:13]([CH3:17])=[N:12][C:11]=3[S:18][C:8]=2[CH2:7]1)=[O:5])[CH3:2], predict the reactants needed to synthesize it. The reactants are: [CH2:1]([O:3][C:4]([N:6]1[CH2:20][CH2:19][C:9]2[C:10]3[C:15](O)=[N:14][C:13]([CH3:17])=[N:12][C:11]=3[S:18][C:8]=2[CH2:7]1)=[O:5])[CH3:2].O=P(Cl)(Cl)[Cl:23]. (2) Given the product [ClH:70].[C:1]([O:4][CH2:5][CH2:6][O:7][C:8]1[C:9]([F:56])=[C:10]([C@@H:16]([NH:39][C:40]2[CH:41]=[CH:42][C:43]([C:46]([NH2:55])=[N:47][C:48]([O:50][CH2:51][C:52]([CH3:54])=[CH2:53])=[O:49])=[CH:44][CH:45]=2)[C:17]2[N:18]=[C:19]([O:28][CH2:29][O:30][C:31](=[O:38])[C:32]([CH3:37])([CH3:36])[CH2:33][O:34][CH3:35])[N:20]([C:22]3[N:27]=[CH:26][CH:25]=[CH:24][N:23]=3)[N:21]=2)[CH:11]=[C:12]([O:14][CH3:15])[CH:13]=1)(=[O:3])[CH3:2], predict the reactants needed to synthesize it. The reactants are: [C:1]([O:4][CH2:5][CH2:6][O:7][C:8]1[C:9]([F:56])=[C:10]([C@@H:16]([NH:39][C:40]2[CH:45]=[CH:44][C:43]([C:46]([NH2:55])=[N:47][C:48]([O:50][CH2:51][C:52]([CH3:54])=[CH2:53])=[O:49])=[CH:42][CH:41]=2)[C:17]2[N:18]=[C:19]([O:28][CH2:29][O:30][C:31](=[O:38])[C:32]([CH3:37])([CH3:36])[CH2:33][O:34][CH3:35])[N:20]([C:22]3[N:27]=[CH:26][CH:25]=[CH:24][N:23]=3)[N:21]=2)[CH:11]=[C:12]([O:14][CH3:15])[CH:13]=1)(=[O:3])[CH3:2].C1(C)C=CC=CC=1.C(OCC)(=O)C.[ClH:70]. (3) Given the product [Cl:18][C:15]1[CH:16]=[CH:17][C:12]([CH2:9][C:8]([C:3]2[CH:4]=[CH:5][CH:6]=[CH:7][C:2]=2[Cl:1])=[O:10])=[CH:13][C:14]=1[O:19][CH3:20], predict the reactants needed to synthesize it. The reactants are: [Cl:1][C:2]1[CH:7]=[CH:6][CH:5]=[CH:4][C:3]=1[C:8](=[O:10])[CH3:9].Br[C:12]1[CH:17]=[CH:16][C:15]([Cl:18])=[C:14]([O:19][CH3:20])[CH:13]=1.CC(C)([O-])C.[Na+].C1(P(C2CCCCC2)C2C=CC=CC=2C2C=CC=CC=2C)CCCCC1. (4) Given the product [CH2:30]([N:28]1[C:27](=[O:32])[C:26]([C:33]([F:36])([F:35])[F:34])=[CH:25][C:24]([C:53]([NH:1][C:2]2[CH:3]=[CH:4][C:5]([CH3:22])=[C:6]([C:8]3[CH:9]=[C:10]([N:16]4[CH2:17][CH2:18][O:19][CH2:20][CH2:21]4)[C:11](=[O:15])[N:12]([CH3:14])[CH:13]=3)[CH:7]=2)=[O:54])=[CH:29]1)[CH3:31], predict the reactants needed to synthesize it. The reactants are: [NH2:1][C:2]1[CH:3]=[CH:4][C:5]([CH3:22])=[C:6]([C:8]2[CH:9]=[C:10]([N:16]3[CH2:21][CH2:20][O:19][CH2:18][CH2:17]3)[C:11](=[O:15])[N:12]([CH3:14])[CH:13]=2)[CH:7]=1.Br[C:24]1[CH:25]=[C:26]([C:33]([F:36])([F:35])[F:34])[C:27](=[O:32])[N:28]([CH2:30][CH3:31])[CH:29]=1.C(Cl)Cl.C1CCN2C(=NCCC2)CC1.C1C[O:54][CH2:53]C1. (5) Given the product [ClH:43].[ClH:43].[ClH:43].[ClH:43].[C:1]([C:4]1[CH:9]=[CH:8][C:7]([CH:10]([N:34]2[CH2:35][CH2:36][N:37]([CH:40]([CH3:42])[CH3:41])[CH2:38][CH2:39]2)[CH2:11][N:12]2[CH2:17][CH2:16][N:15]([CH2:18][CH2:19][CH2:20][CH2:21][C:22]3[C:31]4[C:26](=[CH:27][CH:28]=[CH:29][CH:30]=4)[CH:25]=[CH:24][C:23]=3[O:32][CH3:33])[CH2:14][CH2:13]2)=[CH:6][CH:5]=1)(=[O:3])[NH2:2], predict the reactants needed to synthesize it. The reactants are: [C:1]([C:4]1[CH:9]=[CH:8][C:7]([CH:10]([N:34]2[CH2:39][CH2:38][N:37]([CH:40]([CH3:42])[CH3:41])[CH2:36][CH2:35]2)[CH2:11][N:12]2[CH2:17][CH2:16][N:15]([CH2:18][CH2:19][CH2:20][CH2:21][C:22]3[C:31]4[C:26](=[CH:27][CH:28]=[CH:29][CH:30]=4)[CH:25]=[CH:24][C:23]=3[O:32][CH3:33])[CH2:14][CH2:13]2)=[CH:6][CH:5]=1)(=[O:3])[NH2:2].[ClH:43].C(OCC)(=O)C. (6) Given the product [CH2:27]([N:16]1[C:15]([CH2:14][OH:42])=[CH:19][N:18]=[C:17]1[C:21]1[CH:26]=[CH:25][CH:24]=[CH:23][CH:22]=1)[CH2:28][CH2:29][CH3:30], predict the reactants needed to synthesize it. The reactants are: [BH4-].[Na+].O1C2C=CC(CN(CC3C=CC4OCOC=4C=3)[CH2:14][C:15]3[N:16]([CH2:27][CH2:28][CH2:29][CH3:30])[C:17]([C:21]4[CH:26]=[CH:25][CH:24]=[CH:23][CH:22]=4)=[N:18][C:19]=3Br)=CC=2OC1.C[OH:42]. (7) Given the product [F:33][C:19]([F:18])([F:32])[C:20]([NH:22][C:23]1([CH3:31])[CH:29]([OH:30])[CH2:28][CH2:27][N:26]([C:6]2[N:2]([CH3:1])[N:3]=[CH:4][C:5]=2[N+:15]([O-:17])=[O:16])[CH2:25][CH2:24]1)=[O:21], predict the reactants needed to synthesize it. The reactants are: [CH3:1][N:2]1[C:6](N2CC3OC(CC3)C2)=[C:5]([N+:15]([O-:17])=[O:16])[CH:4]=[N:3]1.[F:18][C:19]([F:33])([F:32])[C:20]([NH:22][C:23]1([CH3:31])[CH:29]([OH:30])[CH2:28][CH2:27][NH:26][CH2:25][CH2:24]1)=[O:21].